This data is from Forward reaction prediction with 1.9M reactions from USPTO patents (1976-2016). The task is: Predict the product of the given reaction. Given the reactants [CH3:1][O:2][C:3]1[CH:4]=[C:5]([CH:37]=[C:38]([O:42][CH3:43])[C:39]=1[O:40][CH3:41])[C:6]([N:8]1[CH2:12][CH2:11][C:10]([CH2:19][CH2:20][N:21]2[CH2:27][CH2:26][CH2:25][N:24]([C:28]3[NH:32][C:31]4[CH:33]=[CH:34][CH:35]=[CH:36][C:30]=4[N:29]=3)[CH2:23][CH2:22]2)([C:13]2[CH:18]=[CH:17][CH:16]=[CH:15][CH:14]=2)[CH2:9]1)=[O:7].Br[CH2:45][C:46](=[O:49])[CH2:47][CH3:48], predict the reaction product. The product is: [CH3:43][O:42][C:38]1[CH:37]=[C:5]([CH:4]=[C:3]([O:2][CH3:1])[C:39]=1[O:40][CH3:41])[C:6]([N:8]1[CH2:12][CH2:11][C:10]([CH2:19][CH2:20][N:21]2[CH2:27][CH2:26][CH2:25][N:24]([C:28]3[N:29]([CH2:45][C:46](=[O:49])[CH2:47][CH3:48])[C:30]4[CH:36]=[CH:35][CH:34]=[CH:33][C:31]=4[N:32]=3)[CH2:23][CH2:22]2)([C:13]2[CH:14]=[CH:15][CH:16]=[CH:17][CH:18]=2)[CH2:9]1)=[O:7].